From a dataset of NCI-60 drug combinations with 297,098 pairs across 59 cell lines. Regression. Given two drug SMILES strings and cell line genomic features, predict the synergy score measuring deviation from expected non-interaction effect. (1) Drug 1: CC1CCC2CC(C(=CC=CC=CC(CC(C(=O)C(C(C(=CC(C(=O)CC(OC(=O)C3CCCCN3C(=O)C(=O)C1(O2)O)C(C)CC4CCC(C(C4)OC)OCCO)C)C)O)OC)C)C)C)OC. Drug 2: C1=NC2=C(N1)C(=S)N=CN2. Cell line: SNB-75. Synergy scores: CSS=29.6, Synergy_ZIP=-13.1, Synergy_Bliss=-6.68, Synergy_Loewe=-5.09, Synergy_HSA=-3.78. (2) Drug 1: CCCCCOC(=O)NC1=NC(=O)N(C=C1F)C2C(C(C(O2)C)O)O. Synergy scores: CSS=-2.97, Synergy_ZIP=0.885, Synergy_Bliss=-0.597, Synergy_Loewe=-4.37, Synergy_HSA=-3.38. Cell line: HS 578T. Drug 2: CC12CCC3C(C1CCC2O)C(CC4=C3C=CC(=C4)O)CCCCCCCCCS(=O)CCCC(C(F)(F)F)(F)F. (3) Drug 1: CC(CN1CC(=O)NC(=O)C1)N2CC(=O)NC(=O)C2. Drug 2: COCCOC1=C(C=C2C(=C1)C(=NC=N2)NC3=CC=CC(=C3)C#C)OCCOC.Cl. Cell line: SR. Synergy scores: CSS=60.4, Synergy_ZIP=3.27, Synergy_Bliss=5.41, Synergy_Loewe=3.07, Synergy_HSA=5.56. (4) Synergy scores: CSS=6.35, Synergy_ZIP=3.75, Synergy_Bliss=-0.161, Synergy_Loewe=-12.2, Synergy_HSA=-0.479. Drug 1: C1CC(C1)(C(=O)O)C(=O)O.[NH2-].[NH2-].[Pt+2]. Cell line: EKVX. Drug 2: C1=NC2=C(N1)C(=S)N=CN2. (5) Cell line: HS 578T. Drug 2: CCCCC(=O)OCC(=O)C1(CC(C2=C(C1)C(=C3C(=C2O)C(=O)C4=C(C3=O)C=CC=C4OC)O)OC5CC(C(C(O5)C)O)NC(=O)C(F)(F)F)O. Drug 1: C1=CC(=CC=C1CCCC(=O)O)N(CCCl)CCCl. Synergy scores: CSS=14.2, Synergy_ZIP=-5.90, Synergy_Bliss=-7.35, Synergy_Loewe=-6.33, Synergy_HSA=-6.51. (6) Drug 1: CC1C(C(CC(O1)OC2CC(CC3=C2C(=C4C(=C3O)C(=O)C5=C(C4=O)C(=CC=C5)OC)O)(C(=O)C)O)N)O.Cl. Drug 2: CN(C)N=NC1=C(NC=N1)C(=O)N. Cell line: HL-60(TB). Synergy scores: CSS=52.1, Synergy_ZIP=18.5, Synergy_Bliss=19.8, Synergy_Loewe=4.40, Synergy_HSA=20.9. (7) Cell line: NCIH23. Drug 1: CC1C(C(CC(O1)OC2CC(CC3=C2C(=C4C(=C3O)C(=O)C5=C(C4=O)C(=CC=C5)OC)O)(C(=O)C)O)N)O.Cl. Synergy scores: CSS=8.83, Synergy_ZIP=-1.95, Synergy_Bliss=-4.47, Synergy_Loewe=-40.1, Synergy_HSA=-4.67. Drug 2: N.N.Cl[Pt+2]Cl. (8) Drug 1: C1CCN(CC1)CCOC2=CC=C(C=C2)C(=O)C3=C(SC4=C3C=CC(=C4)O)C5=CC=C(C=C5)O. Drug 2: C1CCC(C(C1)N)N.C(=O)(C(=O)[O-])[O-].[Pt+4]. Cell line: A498. Synergy scores: CSS=25.7, Synergy_ZIP=-9.42, Synergy_Bliss=-4.97, Synergy_Loewe=-5.49, Synergy_HSA=-2.46. (9) Drug 1: C1=CC(=CC=C1CCC2=CNC3=C2C(=O)NC(=N3)N)C(=O)NC(CCC(=O)O)C(=O)O. Drug 2: C1=NC(=NC(=O)N1C2C(C(C(O2)CO)O)O)N. Cell line: T-47D. Synergy scores: CSS=4.90, Synergy_ZIP=-0.393, Synergy_Bliss=1.62, Synergy_Loewe=-1.01, Synergy_HSA=-0.590.